This data is from Full USPTO retrosynthesis dataset with 1.9M reactions from patents (1976-2016). The task is: Predict the reactants needed to synthesize the given product. (1) Given the product [C:22]([CH:24]1[CH2:29][CH2:28][N:27]([C:2]2[N:7]=[N:6][C:5]([C:8]([NH:10][CH2:11][CH2:12][CH:13]([CH3:15])[CH3:14])=[O:9])=[CH:4][CH:3]=2)[CH2:26][CH2:25]1)(=[O:23])[C:16]1[CH:21]=[CH:20][CH:19]=[CH:18][CH:17]=1, predict the reactants needed to synthesize it. The reactants are: Cl[C:2]1[N:7]=[N:6][C:5]([C:8]([NH:10][CH2:11][CH2:12][CH:13]([CH3:15])[CH3:14])=[O:9])=[CH:4][CH:3]=1.[C:16]1([C:22]([CH:24]2[CH2:29][CH2:28][NH:27][CH2:26][CH2:25]2)=[O:23])[CH:21]=[CH:20][CH:19]=[CH:18][CH:17]=1. (2) Given the product [F:1][C:2]1[CH:7]=[CH:6][C:5]([CH:8]([C:11]2[NH:19][C:18]3[C:13](=[N:14][CH:15]=[CH:16][C:17]=3[C:20]([OH:22])=[O:21])[CH:12]=2)[CH3:9])=[CH:4][CH:3]=1, predict the reactants needed to synthesize it. The reactants are: [F:1][C:2]1[CH:7]=[CH:6][C:5]([C:8]([C:11]2[NH:19][C:18]3[C:13](=[N:14][CH:15]=[CH:16][C:17]=3[C:20]([O:22]C)=[O:21])[CH:12]=2)(O)[CH3:9])=[CH:4][CH:3]=1.[SiH](CC)(CC)CC.C(O)(C(F)(F)F)=O. (3) Given the product [F:22][C:23]1[CH:30]=[CH:29][C:26]([CH:27]([OH:28])[C:9]2[CH:10]=[CH:11][C:6]([C:5]([N:4]([CH:14]([CH3:16])[CH3:15])[CH:1]([CH3:3])[CH3:2])=[O:13])=[CH:7][CH:8]=2)=[CH:25][C:24]=1[O:31][CH3:32], predict the reactants needed to synthesize it. The reactants are: [CH:1]([N:4]([CH:14]([CH3:16])[CH3:15])[C:5](=[O:13])[C:6]1[CH:11]=[CH:10][C:9](I)=[CH:8][CH:7]=1)([CH3:3])[CH3:2].[Li]CCCC.[F:22][C:23]1[CH:30]=[CH:29][C:26]([CH:27]=[O:28])=[CH:25][C:24]=1[O:31][CH3:32].[NH4+].[Cl-]. (4) Given the product [Cl:1][C:2]1[C:7]([C:8]([O:10][CH2:11][CH3:12])=[O:9])=[C:6]([C:28]2[CH:27]=[C:26]([Cl:25])[CH:31]=[C:30]([Cl:32])[CH:29]=2)[N:5]=[C:4]2[N:21]([CH3:24])[N:22]=[CH:23][C:3]=12, predict the reactants needed to synthesize it. The reactants are: [Cl:1][C:2]1[C:7]([C:8]([O:10][CH2:11][CH3:12])=[O:9])=[C:6](OS(C(F)(F)F)(=O)=O)[N:5]=[C:4]2[N:21]([CH3:24])[N:22]=[CH:23][C:3]=12.[Cl:25][C:26]1[CH:27]=[C:28](B(O)O)[CH:29]=[C:30]([Cl:32])[CH:31]=1.C([O-])([O-])=O.[K+].[K+]. (5) Given the product [Cl-:15].[C:2]([O:4][C@H:5]([CH2:6][C:7]([O:9][C:29]1[CH:30]=[CH:31][C:32]2[C:37](=[CH:36][CH:35]=[CH:34][CH:33]=2)[C:28]=1[CH2:16][C:17]1[C:26]2[C:21](=[CH:22][CH:23]=[CH:24][CH:25]=2)[CH:20]=[CH:19][C:18]=1[OH:27])=[O:8])[CH2:10][N+:11]([CH3:12])([CH3:14])[CH3:13])(=[O:3])[CH3:1], predict the reactants needed to synthesize it. The reactants are: [CH3:1][C:2]([O:4][C@@H:5]([CH2:10][N+:11]([CH3:14])([CH3:13])[CH3:12])[CH2:6][C:7]([O-:9])=[O:8])=[O:3].[Cl-:15].[CH2:16]([C:28]1[C:37]2[C:32](=[CH:33][CH:34]=[CH:35][CH:36]=2)[CH:31]=[CH:30][C:29]=1O)[C:17]1[C:26]2[C:21](=[CH:22][CH:23]=[CH:24][CH:25]=2)[CH:20]=[CH:19][C:18]=1[OH:27]. (6) Given the product [ClH:30].[ClH:30].[Br:1][C:2]1[CH:3]=[CH:4][C:5]2[O:11][CH2:10][CH:9]3[CH2:12][NH:13][CH2:14][CH2:15][N:8]3[CH2:7][C:6]=2[CH:23]=1, predict the reactants needed to synthesize it. The reactants are: [Br:1][C:2]1[CH:3]=[CH:4][C:5]2[O:11][CH2:10][CH:9]3[CH2:12][N:13](C(OC(C)(C)C)=O)[CH2:14][CH2:15][N:8]3[CH2:7][C:6]=2[CH:23]=1.C(OCC)(=O)C.[ClH:30]. (7) Given the product [CH3:25][O:26][C:27]([C@@:29]12[C:35]([CH3:37])([CH3:36])[C@@H:32]([CH2:33][CH2:34]1)[CH:31]=[C:30]2[C:4]1[C:5]([O:14][CH3:15])=[CH:6][C:7]([CH2:9][CH2:10][CH2:11][CH2:12][CH3:13])=[CH:8][C:3]=1[O:2][CH3:1])=[O:28], predict the reactants needed to synthesize it. The reactants are: [CH3:1][O:2][C:3]1[CH:8]=[C:7]([CH2:9][CH2:10][CH2:11][CH2:12][CH3:13])[CH:6]=[C:5]([O:14][CH3:15])[C:4]=1B1OC(C)(C)C(C)(C)O1.[CH3:25][O:26][C:27]([C@@:29]12[C:35]([CH3:37])([CH3:36])[C@@H:32]([CH2:33][CH2:34]1)[CH:31]=[C:30]2OS(C(F)(F)F)(=O)=O)=[O:28]. (8) Given the product [F:1][C:2]1[CH:3]=[CH:4][C:5]2[N:6]([N:17]=[C:9]([C:10]3[CH:11]=[N:12][CH:13]=[CH:14][C:15]=3[CH3:16])[N:8]=2)[CH:7]=1, predict the reactants needed to synthesize it. The reactants are: [F:1][C:2]1[CH:3]=[CH:4][C:5]([NH:8][C:9](=[NH:17])[C:10]2[C:15]([CH3:16])=[CH:14][CH:13]=[N:12][CH:11]=2)=[N:6][CH:7]=1. (9) Given the product [CH3:1][O:2][C:3]1[CH:4]=[CH:5][C:6]([C:9]2[N:14]=[N:13][C:12]([NH:15][C:16]([C:18]3[CH:34]=[CH:33][C:21]([O:22][C@@H:23]4[CH2:24][CH2:25][C@H:26]([C:29]([OH:31])=[O:30])[CH2:27][CH2:28]4)=[CH:20][CH:19]=3)=[O:17])=[CH:11][CH:10]=2)=[CH:7][CH:8]=1, predict the reactants needed to synthesize it. The reactants are: [CH3:1][O:2][C:3]1[CH:8]=[CH:7][C:6]([C:9]2[N:14]=[N:13][C:12]([NH:15][C:16]([C:18]3[CH:34]=[CH:33][C:21]([O:22][C@@H:23]4[CH2:28][CH2:27][C@H:26]([C:29]([O:31]C)=[O:30])[CH2:25][CH2:24]4)=[CH:20][CH:19]=3)=[O:17])=[CH:11][CH:10]=2)=[CH:5][CH:4]=1.O.[OH-].[Li+].S(=O)(O)O. (10) The reactants are: [CH3:1][C@@H:2]1[CH2:7][NH:6][CH2:5][CH2:4][N:3]1[C:8]([O:10][C:11]([CH3:14])([CH3:13])[CH3:12])=[O:9].Br[C:16]1[CH:17]=[C:18]2[N:27]([CH3:28])[CH:26]=[CH:25][C:19]2=[N:20][C:21]=1[C@@H:22]([NH2:24])[CH3:23].CC([O-])(C)C.[K+].C([O-])(O)=O.[Na+].C([O-])([O-])=O.[K+].[K+]. Given the product [NH2:24][C@H:22]([C:21]1[N:20]=[C:19]2[CH:25]=[CH:26][N:27]([CH3:28])[C:18]2=[CH:17][C:16]=1[N:6]1[CH2:5][CH2:4][N:3]([C:8]([O:10][C:11]([CH3:13])([CH3:12])[CH3:14])=[O:9])[C@H:2]([CH3:1])[CH2:7]1)[CH3:23], predict the reactants needed to synthesize it.